The task is: Regression/Classification. Given a drug SMILES string, predict its absorption, distribution, metabolism, or excretion properties. Task type varies by dataset: regression for continuous measurements (e.g., permeability, clearance, half-life) or binary classification for categorical outcomes (e.g., BBB penetration, CYP inhibition). Dataset: cyp3a4_substrate_carbonmangels.. This data is from CYP3A4 substrate classification data from Carbon-Mangels et al.. (1) The drug is O=C1NCCN1CCN1CCC(c2cn(-c3ccc(F)cc3)c3ccc(Cl)cc23)CC1. The result is 1 (substrate). (2) The result is 0 (non-substrate). The compound is FC(F)O[C@@H](Cl)C(F)(F)F. (3) The drug is CN/C(=N\C#N)NCCSCc1nc[nH]c1C. The result is 1 (substrate). (4) The molecule is CCc1ccccc1. The result is 0 (non-substrate). (5) The molecule is COc1ccc(-c2cc(=O)c3c(O)cc(O[C@@H]4O[C@H](CO[C@@H]5O[C@@H](C)[C@H](O)[C@@H](O)[C@H]5O)[C@@H](O)[C@H](O)[C@H]4O)cc3o2)cc1O. The result is 0 (non-substrate). (6) The drug is COC(=O)[C@H]1[C@@H](OC(=O)c2ccccc2)C[C@@H]2CC[C@H]1N2C. The result is 1 (substrate). (7) The compound is C[C@H](CN1c2ccccc2Sc2ccccc21)N(C)C. The result is 0 (non-substrate). (8) The molecule is C#C[C@]1(O)CC[C@H]2[C@@H]3CCC4=CC(=O)CC[C@@H]4[C@H]3C(=C)C[C@@]21CC. The result is 1 (substrate). (9) The drug is C[C@@H](NC(C)(C)C)C(=O)c1cccc(Cl)c1. The result is 1 (substrate).